Dataset: NCI-60 drug combinations with 297,098 pairs across 59 cell lines. Task: Regression. Given two drug SMILES strings and cell line genomic features, predict the synergy score measuring deviation from expected non-interaction effect. (1) Drug 1: C1=NC2=C(N=C(N=C2N1C3C(C(C(O3)CO)O)F)Cl)N. Drug 2: CCC1(CC2CC(C3=C(CCN(C2)C1)C4=CC=CC=C4N3)(C5=C(C=C6C(=C5)C78CCN9C7C(C=CC9)(C(C(C8N6C)(C(=O)OC)O)OC(=O)C)CC)OC)C(=O)OC)O.OS(=O)(=O)O. Cell line: IGROV1. Synergy scores: CSS=-2.20, Synergy_ZIP=0.945, Synergy_Bliss=-2.43, Synergy_Loewe=-10.3, Synergy_HSA=-6.62. (2) Drug 1: C1=CC(=CC=C1C#N)C(C2=CC=C(C=C2)C#N)N3C=NC=N3. Drug 2: C1CC(C1)(C(=O)O)C(=O)O.[NH2-].[NH2-].[Pt+2]. Cell line: KM12. Synergy scores: CSS=13.9, Synergy_ZIP=-5.23, Synergy_Bliss=-5.44, Synergy_Loewe=-0.00514, Synergy_HSA=-4.56. (3) Drug 1: CS(=O)(=O)C1=CC(=C(C=C1)C(=O)NC2=CC(=C(C=C2)Cl)C3=CC=CC=N3)Cl. Drug 2: C1C(C(OC1N2C=C(C(=O)NC2=O)F)CO)O. Cell line: CAKI-1. Synergy scores: CSS=35.0, Synergy_ZIP=6.30, Synergy_Bliss=11.0, Synergy_Loewe=-5.24, Synergy_HSA=11.8.